This data is from Catalyst prediction with 721,799 reactions and 888 catalyst types from USPTO. The task is: Predict which catalyst facilitates the given reaction. (1) Reactant: N[C:2]1[CH:9]=[CH:8][CH:7]=[C:6]([O:10][CH:11]([F:13])[F:12])[C:3]=1[C:4]#[N:5].[ClH:14].N([O-])=O.[Na+].[S:19](=[O:21])=[O:20]. Product: [C:4]([C:3]1[C:6]([O:10][CH:11]([F:13])[F:12])=[CH:7][CH:8]=[CH:9][C:2]=1[S:19]([Cl:14])(=[O:21])=[O:20])#[N:5]. The catalyst class is: 86. (2) Reactant: [N:1]([C@@H:4]1CC2[C:6](=CC=CC=2)[C@H:5]1[NH:13][C:14]1[C:19]([CH:20]2[CH2:22][CH2:21]2)=[N:18][C:17]([C:23]2[CH:28]=[CH:27][C:26]([Cl:29])=[CH:25][C:24]=2[Cl:30])=[C:16]([CH:31]2[CH2:33][CH2:32]2)[N:15]=1)=[N+]=[N-].[CH:47]1[CH:52]=[CH:51][C:50](P([C:47]2[CH:52]=[CH:51][CH:50]=[CH:49][CH:48]=2)[C:47]2[CH:52]=[CH:51][CH:50]=[CH:49][CH:48]=2)=[CH:49][CH:48]=1.O. Product: [CH:20]1([C:19]2[C:14]([NH:13][C@@H:5]3[CH2:6][C:48]4[C:47](=[CH:52][CH:51]=[CH:50][CH:49]=4)[C@H:4]3[NH2:1])=[N:15][C:16]([CH:31]3[CH2:33][CH2:32]3)=[C:17]([C:23]3[CH:28]=[CH:27][C:26]([Cl:29])=[CH:25][C:24]=3[Cl:30])[N:18]=2)[CH2:22][CH2:21]1. The catalyst class is: 1. (3) Reactant: [NH:1]1[CH:8]=[CH:7][C:5](=[O:6])[NH:4][C:2]1=[O:3].N1C=CC=CC=1.[Cl:15][C:16]1[CH:24]=[CH:23][C:19]([C:20](Cl)=[O:21])=[CH:18][CH:17]=1. Product: [Cl:15][C:16]1[CH:24]=[CH:23][C:19]([C:20]([N:1]2[CH:8]=[CH:7][C:5](=[O:6])[NH:4][C:2]2=[O:3])=[O:21])=[CH:18][CH:17]=1. The catalyst class is: 3. (4) Reactant: C(OC(=O)[NH:7][CH2:8]/[CH:9]=[CH:10]/[C:11]1[CH:12]=[C:13]2[C:18](=[CH:19][CH:20]=1)[N:17]=[CH:16][N:15]=[C:14]2[NH:21][C:22]1[CH:27]=[CH:26][C:25]([O:28][C:29]2[CH:30]=[N:31][C:32]([CH3:35])=[CH:33][CH:34]=2)=[C:24](Cl)[CH:23]=1)(C)(C)C.[CH2:38](N(CC)CC)C.[C:45]([O:48][C:49]([CH3:54])([CH3:53])[C:50](Cl)=[O:51])(=[O:47])[CH3:46]. Product: [C:45]([O:48][C:49]([CH3:54])([CH3:53])[C:50]([NH:7][CH2:8][CH:9]=[CH:10][C:11]1[CH:12]=[C:13]2[C:18](=[CH:19][CH:20]=1)[N:17]=[CH:16][N:15]=[C:14]2[NH:21][C:22]1[CH:27]=[CH:26][C:25]([O:28][C:29]2[CH:30]=[N:31][C:32]([CH3:35])=[CH:33][CH:34]=2)=[C:24]([CH3:38])[CH:23]=1)=[O:51])(=[O:47])[CH3:46]. The catalyst class is: 4. (5) Reactant: [Cl-].[CH2:2]([NH2+:4][CH2:5][CH2:6][CH2:7][C:8]([NH:10][CH2:11][CH2:12][F:13])=[O:9])[CH3:3].[CH3:14][N:15]1[C:27]2[CH2:26][CH2:25][CH:24]([CH:28]3[CH2:33][CH2:32][O:31][CH2:30][CH2:29]3)[CH2:23][C:22]=2[C:21]2[C:16]1=[CH:17][CH:18]=[C:19]([C:34](O)=[O:35])[CH:20]=2.CCN(C(C)C)C(C)C.CN(C(ON1N=NC2C=CC=NC1=2)=[N+](C)C)C.F[P-](F)(F)(F)(F)F. Product: [CH2:2]([N:4]([CH2:5][CH2:6][CH2:7][C:8]([NH:10][CH2:11][CH2:12][F:13])=[O:9])[C:34]([C:19]1[CH:20]=[C:21]2[C:16](=[CH:17][CH:18]=1)[N:15]([CH3:14])[C:27]1[CH2:26][CH2:25][CH:24]([CH:28]3[CH2:33][CH2:32][O:31][CH2:30][CH2:29]3)[CH2:23][C:22]2=1)=[O:35])[CH3:3]. The catalyst class is: 3. (6) Reactant: [Br:1][C:2]1[CH:3]=[C:4]([CH:10]=O)[S:5][C:6]=1[N+:7]([O-:9])=[O:8].C(O)C.N1C=CC=CC=1.Cl.[NH2:22][OH:23]. Product: [Br:1][C:2]1[CH:3]=[C:4]([CH:10]=[N:22][OH:23])[S:5][C:6]=1[N+:7]([O-:9])=[O:8]. The catalyst class is: 243. (7) Product: [C:12]([O:11][C:9]([N:19]([CH2:20][C:21]([OH:23])=[O:22])[CH2:18][CH2:17][OH:16])=[O:10])([CH3:13])([CH3:14])[CH3:15]. Reactant: [C:12]([O:11][C:9](O[C:9]([O:11][C:12]([CH3:15])([CH3:14])[CH3:13])=[O:10])=[O:10])([CH3:15])([CH3:14])[CH3:13].[OH:16][CH2:17][CH2:18][NH:19][CH2:20][C:21]([OH:23])=[O:22].[OH-].[Na+]. The catalyst class is: 127.